From a dataset of Peptide-MHC class II binding affinity with 134,281 pairs from IEDB. Regression. Given a peptide amino acid sequence and an MHC pseudo amino acid sequence, predict their binding affinity value. This is MHC class II binding data. (1) The binding affinity (normalized) is 0.578. The peptide sequence is ALTKAITAMSEVQKV. The MHC is DRB1_0101 with pseudo-sequence DRB1_0101. (2) The peptide sequence is ASFIYDGRLVDSIGS. The MHC is DRB1_1101 with pseudo-sequence DRB1_1101. The binding affinity (normalized) is 0.444. (3) The peptide sequence is VALFAVFLGSAHGIP. The MHC is DRB1_0901 with pseudo-sequence DRB1_0901. The binding affinity (normalized) is 0.663. (4) The peptide sequence is APEVKYTVFETAKKK. The MHC is HLA-DQA10401-DQB10402 with pseudo-sequence HLA-DQA10401-DQB10402. The binding affinity (normalized) is 0.159.